This data is from Full USPTO retrosynthesis dataset with 1.9M reactions from patents (1976-2016). The task is: Predict the reactants needed to synthesize the given product. (1) Given the product [F:14][C:15]1[CH:20]=[CH:19][C:18]([CH2:21][CH2:22][N:23]2[CH2:24][CH2:25][N:26]([C:1]([C:2]3[CH:11]=[CH:10][C:9]4[C:4](=[CH:5][CH:6]=[CH:7][CH:8]=4)[N:3]=3)=[O:13])[CH2:27][CH2:28]2)=[CH:17][CH:16]=1, predict the reactants needed to synthesize it. The reactants are: [C:1]([OH:13])(=O)[C:2]1[CH:11]=[CH:10][C:9]2[C:4](=[CH:5][CH:6]=[CH:7][CH:8]=2)[N:3]=1.[F:14][C:15]1[CH:20]=[CH:19][C:18]([CH2:21][CH2:22][N:23]2[CH2:28][CH2:27][NH:26][CH2:25][CH2:24]2)=[CH:17][CH:16]=1. (2) The reactants are: Cl[C:2]1[N:24]=[C:5]2[C:6]([NH:10][CH2:11][C:12]3[CH:17]=[CH:16][CH:15]=[CH:14][C:13]=3[N:18]([CH3:23])[S:19]([CH3:22])(=[O:21])=[O:20])=[CH:7][CH:8]=[CH:9][N:4]2[N:3]=1.[N:25]1([CH:31]2[CH2:37][CH2:36][C:35]3[CH:38]=[C:39]([NH2:42])[CH:40]=[CH:41][C:34]=3[CH2:33][CH2:32]2)[CH2:30][CH2:29][O:28][CH2:27][CH2:26]1.C1(P(C2CCCCC2)C2C=CC=CC=2C2C=CC=CC=2P(C2CCCCC2)C2CCCCC2)CCCCC1. Given the product [CH3:23][N:18]([C:13]1[CH:14]=[CH:15][CH:16]=[CH:17][C:12]=1[CH2:11][NH:10][C:6]1[C:5]2[N:4]([N:3]=[C:2]([NH:42][C:39]3[CH:40]=[CH:41][C:34]4[CH2:33][CH2:32][CH:31]([N:25]5[CH2:30][CH2:29][O:28][CH2:27][CH2:26]5)[CH2:37][CH2:36][C:35]=4[CH:38]=3)[N:24]=2)[CH:9]=[CH:8][CH:7]=1)[S:19]([CH3:22])(=[O:21])=[O:20], predict the reactants needed to synthesize it. (3) Given the product [CH3:21][C:20]1[CH:22]=[CH:23][C:17]([S:14]([O:13][CH2:12][CH2:11][CH2:10][C:3]2[C:4]3[C:9](=[CH:8][CH:7]=[CH:6][CH:5]=3)[NH:1][CH:2]=2)(=[O:16])=[O:15])=[CH:18][CH:19]=1, predict the reactants needed to synthesize it. The reactants are: [NH:1]1[C:9]2[C:4](=[CH:5][CH:6]=[CH:7][CH:8]=2)[C:3]([CH2:10][CH2:11][CH2:12][OH:13])=[CH:2]1.[S:14](Cl)([C:17]1[CH:23]=[CH:22][C:20]([CH3:21])=[CH:19][CH:18]=1)(=[O:16])=[O:15]. (4) Given the product [CH2:8]1[CH:6]=[CH:14][CH2:13][CH:7]([CH:6]2[CH2:14][CH:13]=[CH:11][CH2:10][CH2:8]2)[CH2:10]1, predict the reactants needed to synthesize it. The reactants are: S(=O)(=O)(O)O.[C:6]1([C:8](=[CH:10][C:11](=[CH:13][CH:14]=1)C)C)[CH3:7]. (5) Given the product [CH3:53][C:52](=[CH2:54])[CH2:55][C:7]([CH2:2][C:3]([CH3:18])=[CH2:4])=[O:8], predict the reactants needed to synthesize it. The reactants are: Br[C@H:2]1[C:7](=[O:8])[C@@H](O[Si](C(C)(C)C)(C)C)[C@@H]2O[C:18](=O)[C@@:3]1(O[Si](C(C)(C)C)(C)C)[CH2:4]2.CC(=C)C[Sn](CCCC)(CCCC)CCCC.[CH3:53][C:52](N=N[C:52]([C:55]#N)([CH3:54])[CH3:53])([C:55]#N)[CH3:54]. (6) Given the product [NH2:8][C:5]1[C:4]2[C:13]([C:16]3[CH:21]=[CH:20][C:19]([NH:22][C:23]([C:25]4[N:26]([CH3:34])[C:27]5[C:32]([CH:33]=4)=[CH:31][CH:30]=[CH:29][CH:28]=5)=[O:24])=[C:18]([O:35][CH3:36])[CH:17]=3)=[CH:14][S:15][C:3]=2[C:2]([NH:1][C:44]([NH:43][C:37]2[CH:42]=[CH:41][CH:40]=[CH:39][CH:38]=2)=[O:45])=[CH:7][N:6]=1, predict the reactants needed to synthesize it. The reactants are: [NH2:1][C:2]1[C:3]2[S:15][CH:14]=[C:13]([C:16]3[CH:21]=[CH:20][C:19]([NH:22][C:23]([C:25]4[N:26]([CH3:34])[C:27]5[C:32]([CH:33]=4)=[CH:31][CH:30]=[CH:29][CH:28]=5)=[O:24])=[C:18]([O:35][CH3:36])[CH:17]=3)[C:4]=2[C:5](/[N:8]=C/N(C)C)=[N:6][CH:7]=1.[C:37]1([N:43]=[C:44]=[O:45])[CH:42]=[CH:41][CH:40]=[CH:39][CH:38]=1.C(N)=N. (7) Given the product [C:34]([O:33][C:32]([N:31]([CH2:30][C:27]1[CH:26]=[CH:25][C:24]([C:22]2[S:23][C:16]3[C:17](=[N:18][CH:19]=[CH:20][C:15]=3[O:14][C:13]3[CH:43]=[CH:44][C:10]([NH:9][CH:4]([CH:47]([C:48]([O:50][CH2:51][CH3:52])=[O:49])[C:46]([O:54][CH2:55][CH3:56])=[O:53])[C:5]([F:7])([F:6])[F:8])=[CH:11][C:12]=3[F:45])[CH:21]=2)=[N:29][CH:28]=1)[CH2:39][CH2:40][O:41][CH3:42])=[O:38])([CH3:36])([CH3:37])[CH3:35], predict the reactants needed to synthesize it. The reactants are: C(O[CH:4]([NH:9][C:10]1[CH:44]=[CH:43][C:13]([O:14][C:15]2[CH:20]=[CH:19][N:18]=[C:17]3[CH:21]=[C:22]([C:24]4[N:29]=[CH:28][C:27]([CH2:30][N:31]([CH2:39][CH2:40][O:41][CH3:42])[C:32](=[O:38])[O:33][C:34]([CH3:37])([CH3:36])[CH3:35])=[CH:26][CH:25]=4)[S:23][C:16]=23)=[C:12]([F:45])[CH:11]=1)[C:5]([F:8])([F:7])[F:6])C.[C:46]([O:54][CH2:55][CH3:56])(=[O:53])[CH2:47][C:48]([O:50][CH2:51][CH3:52])=[O:49].[H-].[Na+].